Task: Predict the reactants needed to synthesize the given product.. Dataset: Full USPTO retrosynthesis dataset with 1.9M reactions from patents (1976-2016) (1) The reactants are: C[N:2]1[C:7](=O)[CH2:6][C:5](=[O:9])[N:4]([CH3:10])[C:3]1=[O:11].[Cl:12][C:13]1[C:22]2C(=[CH:18][CH:19]=[C:20]([C:23]([C:32]3[N:36]([CH3:37])[C:35]([CH3:38])=[N:34][CH:33]=3)([C:25]3[N:29]([CH3:30])[C:28]([CH3:31])=[N:27][CH:26]=3)[OH:24])[CH:21]=2)N=C(OC)C=1CN(CC=C)CC=C.[F:49][C:50]([F:59])([F:58])[C:51]1(C(O)=O)[CH2:54][CH2:53][CH2:52]1.[CH3:60]CN(C(C)C)C(C)C.CN(C(ON1N=NC2C=CC=NC1=2)=[N+](C)C)C.F[P-](F)(F)(F)(F)F. Given the product [CH3:30][N:29]1[C:25]([C:23]([C:32]2[N:36]([CH3:37])[C:35]([CH3:38])=[N:34][CH:33]=2)([OH:24])[C:20]2[CH:21]=[C:22]3[C:10](=[CH:18][CH:19]=2)[N:4]=[C:5]([O:9][CH3:60])[C:6]([CH2:7][NH:2][C:3]([C:51]2([C:50]([F:59])([F:58])[F:49])[CH2:54][CH2:53][CH2:52]2)=[O:11])=[C:13]3[Cl:12])=[CH:26][N:27]=[C:28]1[CH3:31], predict the reactants needed to synthesize it. (2) Given the product [F:1][C:2]1[CH:7]=[CH:6][CH:5]=[CH:4][C:3]=1[CH:8]=[CH:9][C:10]([NH:12][C@H:13]([C:24]([OH:26])=[O:25])[CH2:14][C:15]1[C:23]2[C:18](=[CH:19][CH:20]=[CH:21][CH:22]=2)[NH:17][CH:16]=1)=[O:11], predict the reactants needed to synthesize it. The reactants are: [F:1][C:2]1[CH:7]=[CH:6][CH:5]=[CH:4][C:3]=1[CH:8]=[CH:9][C:10]([NH:12][C@H:13]([C:24]([O:26]C)=[O:25])[CH2:14][C:15]1[C:23]2[C:18](=[CH:19][CH:20]=[CH:21][CH:22]=2)[NH:17][CH:16]=1)=[O:11].[OH-].[Na+]. (3) Given the product [CH3:8][O:7][C:1]1[CH:6]=[CH:5][C:4]([C:9](=[O:15])[CH2:10][CH2:11][C:12]([OH:14])=[O:13])=[CH:3][CH:2]=1, predict the reactants needed to synthesize it. The reactants are: [C:1]1([O:7][CH3:8])[CH:6]=[CH:5][CH:4]=[CH:3][CH:2]=1.[C:9]1(=[O:15])[O:14][C:12](=[O:13])[CH2:11][CH2:10]1.[Cl-].[Al+3].[Cl-].[Cl-]. (4) Given the product [C:3]([C:5]1[CH:10]=[CH:9][C:8]([S:11]([NH:2][CH3:1])(=[O:13])=[O:12])=[CH:7][CH:6]=1)#[N:4], predict the reactants needed to synthesize it. The reactants are: [CH3:1][NH2:2].[C:3]([C:5]1[CH:10]=[CH:9][C:8]([S:11](Cl)(=[O:13])=[O:12])=[CH:7][CH:6]=1)#[N:4].